From a dataset of Full USPTO retrosynthesis dataset with 1.9M reactions from patents (1976-2016). Predict the reactants needed to synthesize the given product. (1) Given the product [Br:1][C:2]1[CH:7]=[CH:6][C:5]([CH:8]([CH2:20][CH2:21][CH2:22][C:23]([F:26])([F:24])[F:25])[CH2:9][C:10]([C:12]2[CH:17]=[CH:16][C:15](=[O:18])[NH:14][CH:13]=2)=[O:11])=[CH:4][CH:3]=1, predict the reactants needed to synthesize it. The reactants are: [Br:1][C:2]1[CH:7]=[CH:6][C:5]([CH:8]([CH2:20][CH2:21][CH2:22][C:23]([F:26])([F:25])[F:24])[CH2:9][C:10]([C:12]2[CH:13]=[N:14][C:15]([O:18]C)=[CH:16][CH:17]=2)=[O:11])=[CH:4][CH:3]=1.Cl. (2) Given the product [F:12][C:3]1[CH:4]=[C:5]([CH:10]=[CH:11][C:2]=1[C:29]#[C:28][CH2:27][O:26][CH3:25])[C:6]([O:8][CH3:9])=[O:7], predict the reactants needed to synthesize it. The reactants are: Br[C:2]1[CH:11]=[CH:10][C:5]([C:6]([O:8][CH3:9])=[O:7])=[CH:4][C:3]=1[F:12].CN(C=O)C.CCN(CC)CC.[CH3:25][O:26][CH2:27][C:28]#[CH:29]. (3) Given the product [O:43]=[C:42]([NH:1][C:2]1[CH:7]=[CH:6][C:5]([NH:8][C:9]([C:11]2[CH:16]=[CH:15][CH:14]=[CH:13][C:12]=2[C:17]2[CH:22]=[CH:21][C:20]([C:23]([F:24])([F:25])[F:26])=[CH:19][CH:18]=2)=[O:10])=[CH:4][CH:3]=1)[CH2:41][C:39]1[N:40]=[C:35]([NH:34][C:32](=[O:33])[O:31][C:27]([CH3:29])([CH3:28])[CH3:30])[CH:36]=[CH:37][CH:38]=1, predict the reactants needed to synthesize it. The reactants are: [NH2:1][C:2]1[CH:7]=[CH:6][C:5]([NH:8][C:9]([C:11]2[C:12]([C:17]3[CH:22]=[CH:21][C:20]([C:23]([F:26])([F:25])[F:24])=[CH:19][CH:18]=3)=[CH:13][CH:14]=[CH:15][CH:16]=2)=[O:10])=[CH:4][CH:3]=1.[C:27]([O:31][C:32]([NH:34][C:35]1[N:40]=[C:39]([CH2:41][C:42](O)=[O:43])[CH:38]=[CH:37][CH:36]=1)=[O:33])([CH3:30])([CH3:29])[CH3:28].C1C=CC2N(O)N=NC=2C=1.CCN=C=NCCCN(C)C.Cl. (4) Given the product [Cl:1][C:2]1[N:7]=[CH:6][C:5]([NH:8][CH3:9])=[C:4]([C:15]2[CH:16]=[CH:17][C:12]([F:11])=[CH:13][C:14]=2[O:21][CH3:22])[CH:3]=1, predict the reactants needed to synthesize it. The reactants are: [Cl:1][C:2]1[N:7]=[CH:6][C:5]([NH:8][CH3:9])=[C:4](I)[CH:3]=1.[F:11][C:12]1[CH:17]=[CH:16][C:15](B(O)O)=[C:14]([O:21][CH3:22])[CH:13]=1. (5) Given the product [C:10]([C:12]1[CH:13]=[CH:14][C:15]([CH:18]([C:33]2[C:34](=[O:45])[CH2:35][C:36]3([CH2:37][CH2:38][O:39][CH2:40][CH2:41]3)[CH2:42][C:43]=2[O:44][CH3:6])[NH:19][C:20]([NH:22][C:23]2[CH:28]=[CH:27][CH:26]=[C:25]([C:29]([F:32])([F:31])[F:30])[CH:24]=2)=[O:21])=[CH:16][CH:17]=1)#[N:11], predict the reactants needed to synthesize it. The reactants are: F[B-](F)(F)F.[CH3:6][O+](C)C.[C:10]([C:12]1[CH:17]=[CH:16][C:15]([CH:18]([C:33]2[C:43](=[O:44])[CH2:42][C:36]3([CH2:41][CH2:40][O:39][CH2:38][CH2:37]3)[CH2:35][C:34]=2[OH:45])[NH:19][C:20]([NH:22][C:23]2[CH:28]=[CH:27][CH:26]=[C:25]([C:29]([F:32])([F:31])[F:30])[CH:24]=2)=[O:21])=[CH:14][CH:13]=1)#[N:11].C(N(CC)C(C)C)(C)C. (6) Given the product [Br:31][C:32]1[CH:33]=[C:34]([CH2:39][N:20]([CH2:19][C:10]2[C:11]([NH:12][CH:13]3[CH2:14][CH2:15][O:16][CH2:17][CH2:18]3)=[C:6]3[CH:5]=[N:4][N:3]([CH2:1][CH3:2])[C:7]3=[N:8][C:9]=2[CH2:29][CH3:30])[C:21]([C:23]2([C:26]([NH2:50])=[O:28])[CH2:24][CH2:25]2)=[O:22])[CH:35]=[CH:36][C:37]=1[F:38], predict the reactants needed to synthesize it. The reactants are: [CH2:1]([N:3]1[C:7]2=[N:8][C:9]([CH2:29][CH3:30])=[C:10]([CH2:19][NH:20][C:21]([C:23]3([C:26]([OH:28])=O)[CH2:25][CH2:24]3)=[O:22])[C:11]([NH:12][CH:13]3[CH2:18][CH2:17][O:16][CH2:15][CH2:14]3)=[C:6]2[CH:5]=[N:4]1)[CH3:2].[Br:31][C:32]1[CH:33]=[C:34]([CH2:39][NH2:50])[CH:35]=[CH:36][C:37]=1[F:38].[Br:31][C:32]1[CH:33]=[C:34]([CH2:39][NH2:50])[CH:35]=[CH:36][C:37]=1[F:38].CN(C(ON1N=NC2C=CC=CC1=2)=[N+](C)C)C.F[P-](F)(F)(F)(F)F.CCN(CC)CC.